From a dataset of Reaction yield outcomes from USPTO patents with 853,638 reactions. Predict the reaction yield, written as a fraction of the theoretical maximum amount of product (1.0 means a 100% yield; for example, 0.34 means a 34% yield). The reactants are [F:1][CH:2]([F:26])[O:3][C:4]1[CH:9]=[CH:8][C:7]([CH:10]([C:12]2([C:18]3[CH:19]=[C:20]([CH3:24])[CH:21]=[CH:22][CH:23]=3)SCCCS2)[OH:11])=[CH:6][C:5]=1[CH3:25].C([OH:31])(C)(C)C.CC(OI1(OC(C)=O)(OC(C)=O)OC(=O)C2C=CC=CC1=2)=O.S([O-])([O-])(=O)=S.[Na+].[Na+]. The catalyst is ClCCl. The product is [F:1][CH:2]([F:26])[O:3][C:4]1[CH:9]=[CH:8][C:7]([C:10](=[O:11])[C:12]([C:18]2[CH:19]=[C:20]([CH3:24])[CH:21]=[CH:22][CH:23]=2)=[O:31])=[CH:6][C:5]=1[CH3:25]. The yield is 0.700.